Dataset: Forward reaction prediction with 1.9M reactions from USPTO patents (1976-2016). Task: Predict the product of the given reaction. (1) Given the reactants [OH:1][C:2]([C:5]1[N:6]=[C:7]([CH2:23][CH2:24][CH3:25])[N:8]([CH2:15][C:16]2[CH:21]=[CH:20][C:19](Br)=[CH:18][CH:17]=2)[C:9]=1[C:10]([O:12][CH2:13][CH3:14])=[O:11])([CH3:4])[CH3:3].[C:26]1([CH3:47])[CH:31]=[CH:30][CH:29]=[CH:28][C:27]=1P([C:27]1[CH:28]=[CH:29][CH:30]=[CH:31][C:26]=1[CH3:47])[C:27]1[CH:28]=[CH:29][CH:30]=[CH:31][C:26]=1[CH3:47].C([N:51](C(C)C)CC)(C)C, predict the reaction product. The product is: [CH2:13]([O:12][C:10]([C:9]1[N:8]([CH2:15][C:16]2[CH:21]=[CH:20][C:19]([C:27]3[CH:28]=[CH:29][CH:30]=[CH:31][C:26]=3[C:47]#[N:51])=[CH:18][CH:17]=2)[C:7]([CH2:23][CH2:24][CH3:25])=[N:6][C:5]=1[C:2]([OH:1])([CH3:4])[CH3:3])=[O:11])[CH3:14]. (2) The product is: [NH2:23][C:24]1[CH:25]=[CH:26][N:27]=[C:28]([NH:3][CH2:4][CH2:5][NH:6][C:7]2[C:8]3[CH2:18][CH2:17][CH2:16][C:15]4[CH:19]=[CH:20][CH:21]=[CH:22][C:14]=4[C:9]=3[N:10]=[C:11]([NH2:13])[N:12]=2)[N:29]=1. Given the reactants Cl.Cl.[NH2:3][CH2:4][CH2:5][NH:6][C:7]1[C:8]2[CH2:18][CH2:17][CH2:16][C:15]3[CH:19]=[CH:20][CH:21]=[CH:22][C:14]=3[C:9]=2[N:10]=[C:11]([NH2:13])[N:12]=1.[NH2:23][C:24]1[N:29]=[C:28](Cl)[N:27]=[CH:26][CH:25]=1, predict the reaction product. (3) Given the reactants [CH3:1][N:2]([CH3:17])[C:3]([N:5]1[CH2:11][CH2:10][C:9]2[CH:12]=[C:13]([NH2:16])[CH:14]=[CH:15][C:8]=2[CH2:7][CH2:6]1)=[O:4].Cl[C:19]1[N:24]=[C:23]([NH:25][C:26]2[CH:35]=[CH:34][CH:33]=[CH:32][C:27]=2[C:28]([NH:30][CH3:31])=[O:29])[C:22]([Cl:36])=[CH:21][N:20]=1.Cl.O1CCOCC1, predict the reaction product. The product is: [CH3:1][N:2]([CH3:17])[C:3]([N:5]1[CH2:11][CH2:10][C:9]2[CH:12]=[C:13]([NH:16][C:19]3[N:24]=[C:23]([NH:25][C:26]4[CH:35]=[CH:34][CH:33]=[CH:32][C:27]=4[C:28](=[O:29])[NH:30][CH3:31])[C:22]([Cl:36])=[CH:21][N:20]=3)[CH:14]=[CH:15][C:8]=2[CH2:7][CH2:6]1)=[O:4].